This data is from Reaction yield outcomes from USPTO patents with 853,638 reactions. The task is: Predict the reaction yield, written as a fraction of the theoretical maximum amount of product (1.0 means a 100% yield; for example, 0.34 means a 34% yield). (1) The reactants are [CH2:1]([O:5][C:6]1[CH:7]=[C:8]2[C:12](=[CH:13][CH:14]=1)[NH:11][N:10]=[C:9]2[CH:15]=[O:16])[CH:2]([CH3:4])[CH3:3].[C:17](=O)([O-])[O-].[K+].[K+].CI.O. The catalyst is C(#N)C. The product is [CH2:1]([O:5][C:6]1[CH:7]=[C:8]2[C:12](=[CH:13][CH:14]=1)[N:11]([CH3:17])[N:10]=[C:9]2[CH:15]=[O:16])[CH:2]([CH3:4])[CH3:3]. The yield is 0.300. (2) The reactants are Cl[C:2]1[CH:7]=[C:6](/[CH:8]=[CH:9]/[CH:10]([C:15]2[CH:20]=[C:19]([Cl:21])[CH:18]=[C:17]([Cl:22])[CH:16]=2)[C:11]([F:14])([F:13])[F:12])[CH:5]=[CH:4][C:3]=1[CH2:23][NH2:24].[C:25](OC(=O)C)(=[O:27])[CH3:26]. The catalyst is C(Cl)Cl.O. The product is [Cl:22][C:17]1[CH:16]=[C:15]([CH:10]([C:11]([F:14])([F:12])[F:13])/[CH:9]=[CH:8]/[C:6]2[CH:7]=[CH:2][C:3]([CH2:23][NH:24][C:25](=[O:27])[CH3:26])=[CH:4][CH:5]=2)[CH:20]=[C:19]([Cl:21])[CH:18]=1. The yield is 0.600. (3) The reactants are [O:1]=[C:2]1[CH:7]=[C:6]([C:8]2[CH:13]=[CH:12][C:11]([C:14]([F:17])([F:16])[F:15])=[CH:10][CH:9]=2)[CH:5]=[CH:4][N:3]1[C:18]1[CH:19]=[C:20]2[C:24](=[CH:25][CH:26]=1)[N:23]([CH2:27][CH:28]=O)[N:22]=[CH:21]2.[NH:30]1[CH2:35][CH2:34][O:33][CH2:32][CH2:31]1.Cl.C([O-])(O)=O.[Na+]. The catalyst is C(Cl)Cl.CO.CC(O)=O. The product is [O:33]1[CH2:34][CH2:35][N:30]([CH2:28][CH2:27][N:23]2[C:24]3[C:20](=[CH:19][C:18]([N:3]4[CH:4]=[CH:5][C:6]([C:8]5[CH:9]=[CH:10][C:11]([C:14]([F:15])([F:17])[F:16])=[CH:12][CH:13]=5)=[CH:7][C:2]4=[O:1])=[CH:26][CH:25]=3)[CH:21]=[N:22]2)[CH2:31][CH2:32]1. The yield is 0.330. (4) The reactants are [CH3:1][C:2]1[CH:3]=[C:4]([NH:9][CH2:10][CH2:11][C:12]2[CH:13]=[N:14][C:15]([C:18]([F:21])([F:20])[F:19])=[CH:16][CH:17]=2)[CH:5]=[CH:6][C:7]=1[CH3:8].[O:22]=[C:23]([C:27]1[CH:28]=[N:29][CH:30]=[CH:31][CH:32]=1)[C:24](O)=[O:25]. No catalyst specified. The product is [CH3:1][C:2]1[CH:3]=[C:4]([N:9]([CH2:10][CH2:11][C:12]2[CH:13]=[N:14][C:15]([C:18]([F:21])([F:20])[F:19])=[CH:16][CH:17]=2)[C:24](=[O:25])[C@@H:23]([OH:22])[C:27]2[CH:28]=[N:29][CH:30]=[CH:31][CH:32]=2)[CH:5]=[CH:6][C:7]=1[CH3:8]. The yield is 0.270. (5) The reactants are [N+:1]([C:4]1[CH:12]=[C:8]([C:9](O)=[O:10])[C:7]([NH2:13])=[CH:6][CH:5]=1)([O-:3])=[O:2]. The catalyst is C1COCC1. The product is [OH:10][CH2:9][C:8]1[CH:12]=[C:4]([N+:1]([O-:3])=[O:2])[CH:5]=[CH:6][C:7]=1[NH2:13]. The yield is 0.980.